This data is from Full USPTO retrosynthesis dataset with 1.9M reactions from patents (1976-2016). The task is: Predict the reactants needed to synthesize the given product. (1) Given the product [Cl:27][C:25]1[C:24]([O:28][CH3:29])=[CH:23][C:3]([O:4][CH2:5][CH:6]([OH:22])[CH2:7][N:8]2[CH2:13][CH2:12][CH:11]([O:14][C:15]3[CH:16]=[CH:17][C:18]([Cl:21])=[CH:19][CH:20]=3)[CH2:10][CH2:9]2)=[C:2]([NH:1][C:37](=[O:39])[CH3:38])[CH:26]=1, predict the reactants needed to synthesize it. The reactants are: [NH2:1][C:2]1[CH:26]=[C:25]([Cl:27])[C:24]([O:28][CH3:29])=[CH:23][C:3]=1[O:4][CH2:5][CH:6]([OH:22])[CH2:7][N:8]1[CH2:13][CH2:12][CH:11]([O:14][C:15]2[CH:20]=[CH:19][C:18]([Cl:21])=[CH:17][CH:16]=2)[CH2:10][CH2:9]1.C(N(CC)CC)C.[C:37](Cl)(=[O:39])[CH3:38]. (2) Given the product [CH3:1][O:2][C:3]1[N:4]=[C:5]([S:13][C:14]2[CH:15]=[CH:20][C:19]([CH3:24])=[CH:18][CH:21]=2)[CH:6]=[CH:7][C:8]=1[C:9]([OH:11])=[O:10], predict the reactants needed to synthesize it. The reactants are: [CH3:1][O:2][C:3]1[C:8]([C:9]([O:11]C)=[O:10])=[CH:7][CH:6]=[C:5]([S:13][CH2:14][C:15]2[CH:20]=[CH:19][C:18]([CH3:21])=CC=2)[N:4]=1.[OH-].[Na+].[CH3:24]O. (3) The reactants are: [CH:1]([NH:4][C:5]1[CH:11]=[CH:10][C:9]([C:12]2[O:13][C:14]3[CH:20]=[CH:19][CH:18]=[CH:17][C:15]=3[N:16]=2)=[CH:8][C:6]=1[NH2:7])([CH3:3])[CH3:2].Cl.[C:22](=N)(OC)[CH3:23].C(=O)([O-])O.[Na+]. Given the product [O:13]1[C:14]2[CH:20]=[CH:19][CH:18]=[CH:17][C:15]=2[N:16]=[C:12]1[C:9]1[CH:10]=[CH:11][C:5]2[N:4]([CH:1]([CH3:3])[CH3:2])[C:22]([CH3:23])=[N:7][C:6]=2[CH:8]=1, predict the reactants needed to synthesize it. (4) Given the product [Cl:23][CH2:15][C:11]1[CH:10]=[C:9]([CH:14]=[CH:13][CH:12]=1)[O:8][C:6]1[N:7]=[C:2]([CH3:1])[C:3]([C:17]([F:20])([F:19])[F:18])=[CH:4][CH:5]=1, predict the reactants needed to synthesize it. The reactants are: [CH3:1][C:2]1[N:7]=[C:6]([O:8][C:9]2[CH:10]=[C:11]([CH2:15]O)[CH:12]=[CH:13][CH:14]=2)[CH:5]=[CH:4][C:3]=1[C:17]([F:20])([F:19])[F:18].S(Cl)([Cl:23])=O.